This data is from Forward reaction prediction with 1.9M reactions from USPTO patents (1976-2016). The task is: Predict the product of the given reaction. Given the reactants C(O)(=O)CCCCCC(C)(C)C.[CH2:13]([CH:15]([CH2:19][CH2:20][CH2:21][CH3:22])[C:16]([OH:18])=[O:17])[CH3:14].C[O-].[Na+].[Cl-].[Zn+2:27].[Cl-].C([O-])(=O)CCCCCC(C)(C)C.[Zn+2].C([O-])(=O)CCCCCC(C)(C)C.C1C=C2[C:57]([CH:58]=[C:59]([C:64]([O-:66])=[O:65])[CH:60]=[CH:61]2)=[CH:56][CH:55]=1.C1C=C2[C:57]([CH:58]=[C:59]([C:64]([O-:66])=[O:65])[CH:60]=[CH:61]2)=[CH:56][CH:55]=1.[Zn+2], predict the reaction product. The product is: [CH2:13]([CH:15]([CH2:19][CH2:20][CH2:21][CH3:22])[C:16]([O-:18])=[O:17])[CH3:14].[Zn+2:27].[CH2:60]([CH:59]([CH2:58][CH2:57][CH2:56][CH3:55])[C:64]([O-:66])=[O:65])[CH3:61].